Task: Binary Classification. Given a T-cell receptor sequence (or CDR3 region) and an epitope sequence, predict whether binding occurs between them.. Dataset: TCR-epitope binding with 47,182 pairs between 192 epitopes and 23,139 TCRs The epitope is GILGFVFTL. The TCR CDR3 sequence is CASSWVSLDTQYF. Result: 1 (the TCR binds to the epitope).